This data is from Forward reaction prediction with 1.9M reactions from USPTO patents (1976-2016). The task is: Predict the product of the given reaction. (1) Given the reactants [N+:1]([C:4]1[C:9]2[NH:10][CH2:11][CH2:12][NH:13][C:14](=[O:15])[C:8]=2[CH:7]=[CH:6][CH:5]=1)([O-:3])=[O:2].[H-].[Na+].[CH2:18](Br)[CH:19]=[CH2:20], predict the reaction product. The product is: [CH2:20]([N:10]1[C:9]2[C:4]([N+:1]([O-:3])=[O:2])=[CH:5][CH:6]=[CH:7][C:8]=2[C:14](=[O:15])[NH:13][CH2:12][CH2:11]1)[CH:19]=[CH2:18]. (2) Given the reactants P(Cl)(Cl)(Cl)=O.[F:6][C:7]([F:17])([F:16])[CH2:8][CH2:9][O:10][C:11]1[S:12][CH:13]=[CH:14][CH:15]=1.[C:18](=O)(O)[O-:19].[Na+], predict the reaction product. The product is: [F:17][C:7]([F:6])([F:16])[CH2:8][CH2:9][O:10][C:11]1[S:12][C:13]([CH:18]=[O:19])=[CH:14][CH:15]=1. (3) Given the reactants [F:1][C:2]1[CH:10]=[C:9]2[C:5](/[C:6](=[C:12]3/[CH:13]=[C:14]([C:19]4[CH:27]=[CH:26][C:22]([C:23]([OH:25])=O)=[CH:21][CH:20]=4)[C:15]([CH3:18])([CH3:17])[O:16]/3)/[C:7](=[O:11])[NH:8]2)=[CH:4][CH:3]=1.[OH:28][CH:29]1[CH2:34][CH2:33][NH:32][CH2:31][CH2:30]1.F[P-](F)(F)(F)(F)F.N1(OC(N(C)C)=[N+](C)C)C2C=CC=CC=2N=N1.C(N(C(C)C)CC)(C)C, predict the reaction product. The product is: [F:1][C:2]1[CH:10]=[C:9]2[C:5](/[C:6](=[C:12]3\[O:16][C:15]([CH3:17])([CH3:18])[C:14]([C:19]4[CH:27]=[CH:26][C:22]([C:23]([N:32]5[CH2:33][CH2:34][CH:29]([OH:28])[CH2:30][CH2:31]5)=[O:25])=[CH:21][CH:20]=4)=[CH:13]\3)/[C:7](=[O:11])[NH:8]2)=[CH:4][CH:3]=1. (4) Given the reactants [NH:1]1[CH:5]=[C:4]([C:6]2[C:14]3[C:13]([NH:15][C@H:16]([C:18]4[N:23]([C:24]5[CH:29]=[CH:28][CH:27]=[CH:26][CH:25]=5)[C:22](=[O:30])[C:21]5=[C:31]([CH3:34])[CH:32]=[CH:33][N:20]5[N:19]=4)[CH3:17])=[N:12][CH:11]=[N:10][C:9]=3[N:8]([CH2:35][O:36][CH2:37][CH2:38][Si:39]([CH3:42])([CH3:41])[CH3:40])[CH:7]=2)[CH:3]=[N:2]1.Cl[CH2:44][CH2:45][N:46]([CH3:48])[CH3:47].C(=O)([O-])[O-].[Cs+].[Cs+], predict the reaction product. The product is: [CH3:47][N:46]([CH3:48])[CH2:45][CH2:44][N:1]1[CH:5]=[C:4]([C:6]2[C:14]3[C:13]([NH:15][C@H:16]([C:18]4[N:23]([C:24]5[CH:25]=[CH:26][CH:27]=[CH:28][CH:29]=5)[C:22](=[O:30])[C:21]5=[C:31]([CH3:34])[CH:32]=[CH:33][N:20]5[N:19]=4)[CH3:17])=[N:12][CH:11]=[N:10][C:9]=3[N:8]([CH2:35][O:36][CH2:37][CH2:38][Si:39]([CH3:40])([CH3:42])[CH3:41])[CH:7]=2)[CH:3]=[N:2]1. (5) Given the reactants Br[C:2]1[N:3]=[C:4]([CH:7]([O:20][Si:21]([C:24]([CH3:27])([CH3:26])[CH3:25])([CH3:23])[CH3:22])[CH2:8][CH2:9][CH2:10][CH2:11][CH2:12][CH2:13][C:14]2[CH:19]=[CH:18][CH:17]=[CH:16][CH:15]=2)[O:5][CH:6]=1.[Cl:28]N1C(=O)CCC1=O, predict the reaction product. The product is: [Si:21]([O:20][CH:7]([C:4]1[O:5][CH:6]=[C:2]([Cl:28])[N:3]=1)[CH2:8][CH2:9][CH2:10][CH2:11][CH2:12][CH2:13][C:14]1[CH:19]=[CH:18][CH:17]=[CH:16][CH:15]=1)([C:24]([CH3:27])([CH3:26])[CH3:25])([CH3:23])[CH3:22]. (6) Given the reactants Cl.[F:2][C:3]1[CH:8]=[CH:7][C:6]([CH:9]([C:17]2[CH:22]=[CH:21][C:20]([F:23])=[CH:19][CH:18]=2)[CH:10]2[C:15](=[O:16])[CH2:14][CH2:13][NH:12][CH2:11]2)=[CH:5][CH:4]=1.Cl.[CH3:25][O:26][C:27]1[CH:32]=[CH:31][CH:30]=[CH:29][C:28]=1[CH2:33][C:34](=[NH:38])OCC.C(N(CC)CC)C, predict the reaction product. The product is: [F:2][C:3]1[CH:8]=[CH:7][C:6]([CH:9]([C:17]2[CH:18]=[CH:19][C:20]([F:23])=[CH:21][CH:22]=2)[CH:10]2[C:15](=[O:16])[CH2:14][CH2:13][N:12]([C:34](=[NH:38])[CH2:33][C:28]3[CH:29]=[CH:30][CH:31]=[CH:32][C:27]=3[O:26][CH3:25])[CH2:11]2)=[CH:5][CH:4]=1. (7) Given the reactants CN(C(ON1N=N[C:11]2[CH:12]=[CH:13][CH:14]=[N:15][C:10]1=2)=[N+](C)C)C.F[P-](F)(F)(F)(F)F.[N:25]1([C:32]2[N:37]=[C:36]([NH:38][CH3:39])[N:35]=[C:34]([NH:40][C@@H:41]3[CH2:46][CH2:45][C@H:44]([C:47](O)=[O:48])[CH2:43][CH2:42]3)[N:33]=2)[CH2:31][CH2:30][CH2:29][CH2:28][CH2:27][CH2:26]1.CCN([CH:56]([CH3:58])C)C(C)C.[F:59][C:60]([F:70])([F:69])C1C=CC=CC=1CN.CN(C=[O:75])C, predict the reaction product. The product is: [N:25]1([C:32]2[N:37]=[C:36]([NH:38][CH3:39])[N:35]=[C:34]([NH:40][C@@H:41]3[CH2:46][CH2:45][C@H:44]([C:47]([NH:15][CH2:14][C:13]4[CH:12]=[CH:11][CH:10]=[CH:58][C:56]=4[O:75][C:60]([F:70])([F:69])[F:59])=[O:48])[CH2:43][CH2:42]3)[N:33]=2)[CH2:31][CH2:30][CH2:29][CH2:28][CH2:27][CH2:26]1. (8) Given the reactants [NH:1]1[C:9]2[C:4](=[CH:5][C:6]([C:10]3[C:18]4[C:17]([NH2:19])=[N:16][CH:15]=[N:14][C:13]=4[O:12][CH:11]=3)=[CH:7][CH:8]=2)[CH2:3][CH2:2]1.CN(C(ON1N=NC2C=CC=NC1=2)=[N+](C)C)C.F[P-](F)(F)(F)(F)F.CCN(C(C)C)C(C)C.[F:53][C:54]([F:66])([F:65])[C:55]1[CH:56]=[C:57]([CH2:61][C:62](O)=[O:63])[CH:58]=[CH:59][CH:60]=1, predict the reaction product. The product is: [F:53][C:54]([F:65])([F:66])[C:55]1[CH:56]=[C:57]([CH2:61][C:62]([N:1]2[C:9]3[C:4](=[CH:5][C:6]([C:10]4[C:18]5[C:17]([NH2:19])=[N:16][CH:15]=[N:14][C:13]=5[O:12][CH:11]=4)=[CH:7][CH:8]=3)[CH2:3][CH2:2]2)=[O:63])[CH:58]=[CH:59][CH:60]=1.